From a dataset of Full USPTO retrosynthesis dataset with 1.9M reactions from patents (1976-2016). Predict the reactants needed to synthesize the given product. (1) Given the product [F:1][C:2]1[CH:11]=[C:10]2[C:5]([CH:6]=[C:7]([C@@H:18]([NH2:20])[CH3:19])[C:8]([C:12]3[CH:17]=[CH:16][CH:15]=[CH:14][N:13]=3)=[N:9]2)=[CH:4][CH:3]=1, predict the reactants needed to synthesize it. The reactants are: [F:1][C:2]1[CH:11]=[C:10]2[C:5]([CH:6]=[C:7]([C@@H:18]([N:20]3C(=O)C4C(=CC=CC=4)C3=O)[CH3:19])[C:8]([C:12]3[CH:17]=[CH:16][CH:15]=[CH:14][N:13]=3)=[N:9]2)=[CH:4][CH:3]=1.NN. (2) Given the product [CH3:1][C:2]1[CH:3]=[C:4]([N:9]([CH2:24][CH2:25][C:26]2[CH:27]=[CH:28][C:29]([CH3:32])=[CH:30][CH:31]=2)[C:10](=[O:11])[CH:12]([NH:39][CH:36]([CH2:35][O:34][CH3:33])[CH2:37][CH3:38])[C:13]2[CH:14]=[CH:15][CH:16]=[CH:17][CH:18]=2)[CH:5]=[CH:6][C:7]=1[CH3:8], predict the reactants needed to synthesize it. The reactants are: [CH3:1][C:2]1[CH:3]=[C:4]([N:9]([CH2:24][CH2:25][C:26]2[CH:31]=[CH:30][C:29]([CH3:32])=[CH:28][CH:27]=2)[C:10]([CH:12](OS(C)(=O)=O)[C:13]2[CH:18]=[CH:17][CH:16]=[CH:15][CH:14]=2)=[O:11])[CH:5]=[CH:6][C:7]=1[CH3:8].[CH3:33][O:34][CH2:35][CH:36]([NH2:39])[CH2:37][CH3:38].